This data is from Reaction yield outcomes from USPTO patents with 853,638 reactions. The task is: Predict the reaction yield, written as a fraction of the theoretical maximum amount of product (1.0 means a 100% yield; for example, 0.34 means a 34% yield). (1) The reactants are O=[S:2](Cl)Cl.[NH2:5][C:6]1[C:11]([NH2:12])=[CH:10][CH:9]=[CH:8][C:7]=1[CH3:13]. The catalyst is C1C=CC=CC=1.O. The product is [CH3:13][C:7]1[C:6]2[C:11](=[N:12][S:2][N:5]=2)[CH:10]=[CH:9][CH:8]=1. The yield is 0.700. (2) The yield is 0.990. The reactants are [C:1](#[N:4])[CH:2]=[CH2:3].[C:5]1([CH:11]2[CH2:16][CH2:15][NH:14][CH2:13][CH2:12]2)[CH:10]=[CH:9][CH:8]=[CH:7][CH:6]=1. The catalyst is CCO. The product is [C:5]1([CH:11]2[CH2:12][CH2:13][N:14]([CH2:3][CH2:2][C:1]#[N:4])[CH2:15][CH2:16]2)[CH:10]=[CH:9][CH:8]=[CH:7][CH:6]=1. (3) The reactants are [NH2:1][C:2]1[S:3][CH:4]=[C:5]([C:7]([O:9][CH2:10][CH3:11])=[O:8])[N:6]=1.C1C(=O)N([I:19])C(=O)C1. The catalyst is ClCCl.C(OCC)(=O)C. The product is [NH2:1][C:2]1[S:3][C:4]([I:19])=[C:5]([C:7]([O:9][CH2:10][CH3:11])=[O:8])[N:6]=1. The yield is 0.900. (4) The reactants are [N:1]1[CH:6]=[CH:5][C:4](B(O)O)=[CH:3][CH:2]=1.[Cl:10][C:11]1[CH:12]=[C:13]2[C:17](=[CH:18][CH:19]=1)[NH:16][CH:15]=[C:14]2[CH2:20][CH2:21][NH:22][C:23](=[O:32])[C:24]1[CH:29]=[CH:28][C:27]([CH2:30]Cl)=[CH:26][CH:25]=1.ClCCl.[I-].[Na+].C(=O)([O-])[O-].[Na+].[Na+]. The catalyst is C(COC)OC.O.C1C=CC(P(C2C=CC=CC=2)[C-]2C=CC=C2)=CC=1.C1C=CC(P(C2C=CC=CC=2)[C-]2C=CC=C2)=CC=1.Cl[Pd]Cl.[Fe+2]. The product is [Cl:10][C:11]1[CH:12]=[C:13]2[C:17](=[CH:18][CH:19]=1)[NH:16][CH:15]=[C:14]2[CH2:20][CH2:21][NH:22][C:23](=[O:32])[C:24]1[CH:29]=[CH:28][C:27]([CH2:30][C:4]2[CH:5]=[CH:6][N:1]=[CH:2][CH:3]=2)=[CH:26][CH:25]=1. The yield is 0.0500. (5) The reactants are Br[C:2]1[N:3]=[C:4]([N:11]([C:19]2[CH:24]=[CH:23][C:22]([N:25]3[CH2:30][CH2:29][N:28]([CH:31]4[CH2:34][O:33][CH2:32]4)[CH2:27][CH2:26]3)=[C:21]([O:35][CH2:36][CH2:37]OC3CNCCN3)[CH:20]=2)[C:12](=[O:18])[O:13][C:14]([CH3:17])([CH3:16])[CH3:15])[C:5]2[N:6]([CH:8]=[CH:9][N:10]=2)[CH:7]=1.[C:45]([N:52]([C:69]([O:71][C:72]([CH3:75])([CH3:74])[CH3:73])=[O:70])[C:53]1[C:58]([Cl:59])=[N:57][CH:56]=[C:55](B2OC(C)(C)C(C)(C)O2)[N:54]=1)([O:47][C:48]([CH3:51])([CH3:50])[CH3:49])=[O:46].C(N(C(OC(C)(C)C)=O)C1C=NC=C(B2O[C:93](C)([CH3:95])[C:92](C)([CH3:97])O2)N=1)(OC(C)(C)C)=O.[C:106](=[O:109])([O-:108])[O-].[Na+].[Na+]. The catalyst is COCCOC.C(Cl)Cl.O.C1C=CC([P]([Pd]([P](C2C=CC=CC=2)(C2C=CC=CC=2)C2C=CC=CC=2)([P](C2C=CC=CC=2)(C2C=CC=CC=2)C2C=CC=CC=2)[P](C2C=CC=CC=2)(C2C=CC=CC=2)C2C=CC=CC=2)(C2C=CC=CC=2)C2C=CC=CC=2)=CC=1. The product is [C:72]([O:71][C:69]([N:52]([C:53]1[C:58]([Cl:59])=[N:57][CH:56]=[C:55]([C:2]2[N:3]=[C:4]([N:11]([C:12]([O:13][C:14]([CH3:16])([CH3:17])[CH3:15])=[O:18])[C:19]3[CH:24]=[CH:23][C:22]([N:25]4[CH2:26][CH2:27][N:28]([CH:31]5[CH2:34][O:33][CH2:32]5)[CH2:29][CH2:30]4)=[C:21]([O:35][CH2:36][CH2:37][O:108][CH:106]4[CH2:95][CH2:93][CH2:92][CH2:97][O:109]4)[CH:20]=3)[C:5]3[N:6]([CH:8]=[CH:9][N:10]=3)[CH:7]=2)[N:54]=1)[C:45](=[O:46])[O:47][C:48]([CH3:49])([CH3:50])[CH3:51])=[O:70])([CH3:74])([CH3:73])[CH3:75]. The yield is 0.530. (6) The reactants are C(O[C:6]([N:8](C)[C@H:9]([CH2:17][O:18][C:19](=[O:31])[NH:20][C:21]1[N:22]=[CH:23][C:24]2[C:29]([CH:30]=1)=[CH:28][CH:27]=[CH:26][CH:25]=2)[CH2:10][CH2:11][CH2:12][C:13]([O:15][CH3:16])=[O:14])=O)(C)(C)C.Cl. The catalyst is CO. The product is [CH:23]1[C:24]2[C:29](=[CH:28][CH:27]=[CH:26][CH:25]=2)[CH:30]=[C:21]([NH:20][C:19]([O:18][CH2:17][C@@H:9]([NH:8][CH3:6])[CH2:10][CH2:11][CH2:12][C:13]([O:15][CH3:16])=[O:14])=[O:31])[N:22]=1. The yield is 0.940. (7) The reactants are [F:1][C:2]1[CH:17]=[CH:16][C:5]([O:6][C:7]2[CH:12]=[CH:11][C:10]([CH2:13][CH2:14][NH2:15])=[CH:9][CH:8]=2)=[CH:4][CH:3]=1.[CH3:18][O:19][C:20]1[N:25]=[CH:24][C:23]([CH2:26][C:27]2[C:28](=[O:35])[N:29]=[C:30](SC)[NH:31][CH:32]=2)=[CH:22][N:21]=1. The catalyst is C(O)C. The product is [F:1][C:2]1[CH:17]=[CH:16][C:5]([O:6][C:7]2[CH:12]=[CH:11][C:10]([CH2:13][CH2:14][NH:15][C:30]3[NH:31][CH:32]=[C:27]([CH2:26][C:23]4[CH:22]=[N:21][C:20]([O:19][CH3:18])=[N:25][CH:24]=4)[C:28](=[O:35])[N:29]=3)=[CH:9][CH:8]=2)=[CH:4][CH:3]=1. The yield is 0.180. (8) The product is [Br:16][C:11]1[S:10][CH:9]=[C:8]([C:5]2[CH:6]=[CH:7][C:2]([Br:1])=[CH:3][CH:4]=2)[N:12]=1. The yield is 0.840. The reactants are [Br:1][C:2]1[CH:7]=[CH:6][C:5]([C:8](=O)[CH2:9][S:10][C:11]#[N:12])=[CH:4][CH:3]=1.[OH-].[Na+].[BrH:16]. The catalyst is C(O)(=O)C. (9) The reactants are Br[C:2]1[CH:22]=[N:21][C:5]2[N:6]([CH:18]3[CH2:20][CH2:19]3)[C:7]3[N:15]=[C:14]([Cl:16])[CH:13]=[C:12]([CH3:17])[C:8]=3[NH:9][C:10](=[O:11])[C:4]=2[CH:3]=1.[CH2:23]([Sn](CCCC)(CCCC)CCCC)[CH:24]=[CH2:25]. The catalyst is CN(C=O)C.O.C1C=CC([P]([Pd]([P](C2C=CC=CC=2)(C2C=CC=CC=2)C2C=CC=CC=2)([P](C2C=CC=CC=2)(C2C=CC=CC=2)C2C=CC=CC=2)[P](C2C=CC=CC=2)(C2C=CC=CC=2)C2C=CC=CC=2)(C2C=CC=CC=2)C2C=CC=CC=2)=CC=1. The product is [Cl:16][C:14]1[CH:13]=[C:12]([CH3:17])[C:8]2[NH:9][C:10](=[O:11])[C:4]3[CH:3]=[C:2]([CH2:25][CH:24]=[CH2:23])[CH:22]=[N:21][C:5]=3[N:6]([CH:18]3[CH2:20][CH2:19]3)[C:7]=2[N:15]=1. The yield is 0.800.